From a dataset of Full USPTO retrosynthesis dataset with 1.9M reactions from patents (1976-2016). Predict the reactants needed to synthesize the given product. (1) Given the product [NH2:17][C:14]1[CH:15]=[CH:16][C:11]([C:6]2[C:5]3[C:9](=[CH:10][C:2]([NH:1][C:29](=[O:30])[C:28]4[CH:27]=[CH:26][C:25]([N:22]5[CH2:23][CH2:24][CH:19]([OH:18])[CH2:20][CH2:21]5)=[CH:33][CH:32]=4)=[CH:3][CH:4]=3)[NH:8][N:7]=2)=[CH:12][CH:13]=1, predict the reactants needed to synthesize it. The reactants are: [NH2:1][C:2]1[CH:10]=[C:9]2[C:5]([C:6]([C:11]3[CH:16]=[CH:15][C:14]([NH2:17])=[CH:13][CH:12]=3)=[N:7][NH:8]2)=[CH:4][CH:3]=1.[OH:18][CH:19]1[CH2:24][CH2:23][N:22]([C:25]2[CH:33]=[CH:32][C:28]([C:29](O)=[O:30])=[CH:27][CH:26]=2)[CH2:21][CH2:20]1. (2) The reactants are: [Cl:1][C:2]1[CH:10]=[C:9]2[C:5]([CH:6]=[CH:7][NH:8]2)=[CH:4][CH:3]=1.[N:11]([O-])=O.[Na+].[OH2:15]. Given the product [Cl:1][C:2]1[CH:10]=[C:9]2[C:5]([C:6]([CH:7]=[O:15])=[N:11][NH:8]2)=[CH:4][CH:3]=1, predict the reactants needed to synthesize it. (3) Given the product [F:32][C:31]([F:33])([F:34])[C:23]1[CH:22]=[C:21]([C:20]([N:17]2[CH2:18][CH2:19][CH:14]([N:11]3[CH2:12][CH2:13][N:8]([CH:6]4[CH2:43][CH2:42]4)[CH2:9][CH2:10]3)[CH:15]([C:36]3[CH:41]=[CH:40][CH:39]=[CH:38][CH:37]=3)[CH2:16]2)=[O:35])[CH:26]=[C:25]([C:27]([F:30])([F:28])[F:29])[CH:24]=1, predict the reactants needed to synthesize it. The reactants are: C(O[C:6]([N:8]1[CH2:13][CH2:12][N:11]([C@H:14]2[CH2:19][CH2:18][N:17]([C:20](=[O:35])[C:21]3[CH:26]=[C:25]([C:27]([F:30])([F:29])[F:28])[CH:24]=[C:23]([C:31]([F:34])([F:33])[F:32])[CH:22]=3)[CH2:16][C@H:15]2[C:36]2[CH:41]=[CH:40][CH:39]=[CH:38][CH:37]=2)[CH2:10][CH2:9]1)=O)(C)(C)C.[CH2:42](OC1(O[Si](C)(C)C)CC1)[CH3:43]. (4) Given the product [C:1]([O:5][C:6]([NH:8][C@H:9]1[C@@H:13]([CH2:14][F:15])[CH2:12][N:11]([C:16]2[C:24]([F:25])=[CH:23][C:19]([C:20]([CH2:29][C:28]([O:34][CH2:35][CH3:36])=[O:33])=[O:21])=[C:18]([F:26])[C:17]=2[CH3:27])[CH2:10]1)=[O:7])([CH3:2])([CH3:3])[CH3:4], predict the reactants needed to synthesize it. The reactants are: [C:1]([O:5][C:6]([NH:8][C@H:9]1[C@@H:13]([CH2:14][F:15])[CH2:12][N:11]([C:16]2[C:24]([F:25])=[CH:23][C:19]([C:20](O)=[O:21])=[C:18]([F:26])[C:17]=2[CH3:27])[CH2:10]1)=[O:7])([CH3:4])([CH3:3])[CH3:2].[C:28]([O:34][CH2:35][CH3:36])(=[O:33])[CH2:29]C([O-])=O.C1(C)C=CC=CC=1.C(O)(=O)CC(CC(O)=O)(C(O)=O)O.